From a dataset of Reaction yield outcomes from USPTO patents with 853,638 reactions. Predict the reaction yield, written as a fraction of the theoretical maximum amount of product (1.0 means a 100% yield; for example, 0.34 means a 34% yield). (1) The reactants are [Br:1][C:2]1[CH:7]=[CH:6][C:5]([C@:8]([CH:12]2[CH2:14][CH2:13]2)([CH3:11])[CH:9]=O)=[CH:4][CH:3]=1.[NH2:15][OH:16]. The catalyst is C(O)C. The product is [Br:1][C:2]1[CH:7]=[CH:6][C:5]([C@:8]([CH:12]2[CH2:14][CH2:13]2)([CH3:11])[CH:9]=[N:15][OH:16])=[CH:4][CH:3]=1. The yield is 0.787. (2) The reactants are [CH2:1]([O:3][C:4]1[C:5]([O:19][CH2:20][C:21]2[CH:26]=[CH:25][C:24]([O:27][CH3:28])=[CH:23][CH:22]=2)=[N:6][CH:7]=[C:8](B2OC(C)(C)C(C)(C)O2)[CH:9]=1)[CH3:2].Br[C:30]1[CH:35]=[CH:34][C:33]([CH2:36][C:37]([NH:39][C:40]2[CH:41]=[N:42][C:43]([O:50][CH2:51][CH3:52])=[C:44]([C:46]([F:49])([F:48])[F:47])[CH:45]=2)=[O:38])=[C:32]([F:53])[CH:31]=1.C(=O)([O-])[O-].[Cs+].[Cs+]. The catalyst is O1CCOCC1.O.C1C=CC(P(C2C=CC=CC=2)[C-]2C=CC=C2)=CC=1.C1C=CC(P(C2C=CC=CC=2)[C-]2C=CC=C2)=CC=1.Cl[Pd]Cl.[Fe+2]. The product is [CH2:51]([O:50][C:43]1[N:42]=[CH:41][C:40]([NH:39][C:37](=[O:38])[CH2:36][C:33]2[CH:34]=[CH:35][C:30]([C:8]3[CH:7]=[N:6][C:5]([O:19][CH2:20][C:21]4[CH:22]=[CH:23][C:24]([O:27][CH3:28])=[CH:25][CH:26]=4)=[C:4]([O:3][CH2:1][CH3:2])[CH:9]=3)=[CH:31][C:32]=2[F:53])=[CH:45][C:44]=1[C:46]([F:47])([F:49])[F:48])[CH3:52]. The yield is 0.273. (3) The reactants are [Cl:1][C:2]1[CH:7]=[CH:6][CH:5]=[CH:4][C:3]=1[S:8]([NH:11][C:12]1[C:17]([C:18]2[CH:23]=[CH:22][C:21]([CH2:24]Cl)=[CH:20][CH:19]=2)=[N:16][CH:15]=[CH:14][N:13]=1)(=[O:10])=[O:9].[CH3:26][NH:27][C:28]1[CH:33]=[CH:32][C:31]([O:34][C:35]([F:38])([F:37])[F:36])=[CH:30][CH:29]=1. The yield is 0.720. No catalyst specified. The product is [Cl:1][C:2]1[CH:7]=[CH:6][CH:5]=[CH:4][C:3]=1[S:8]([NH:11][C:12]1[C:17]([C:18]2[CH:23]=[CH:22][C:21]([CH2:24][N:27]([CH3:26])[C:28]3[CH:33]=[CH:32][C:31]([O:34][C:35]([F:36])([F:37])[F:38])=[CH:30][CH:29]=3)=[CH:20][CH:19]=2)=[N:16][CH:15]=[CH:14][N:13]=1)(=[O:9])=[O:10]. (4) The reactants are [Cl:1][C:2]1[CH:3]=[CH:4][C:5]([CH3:11])=[C:6]([CH:10]=1)[C:7]([OH:9])=[O:8].OS(O)(=O)=O.[N+:17]([O-])([OH:19])=[O:18]. No catalyst specified. The product is [Cl:1][C:2]1[CH:3]=[C:4]([N+:17]([O-:19])=[O:18])[C:5]([CH3:11])=[C:6]([CH:10]=1)[C:7]([OH:9])=[O:8]. The yield is 0.990. (5) The yield is 0.940. The reactants are [NH2:1][C:2]1[S:3][C:4]([C:8]([O:10]CC)=[O:9])=[C:5]([CH3:7])[N:6]=1.[OH-].[Na+]. The catalyst is O1CCCC1.O. The product is [NH2:1][C:2]1[S:3][C:4]([C:8]([OH:10])=[O:9])=[C:5]([CH3:7])[N:6]=1. (6) The reactants are [Br:1][CH2:2][CH2:3][CH2:4][CH2:5][CH2:6][CH2:7][CH2:8][CH2:9][CH2:10][CH2:11][CH2:12][CH2:13]Br.[N:15]1[C:24]2[C:19](=[CH:20][CH:21]=[CH:22][CH:23]=2)[CH:18]=[CH:17][CH:16]=1. No catalyst specified. The product is [Br-:1].[Br-:1].[CH2:2]([N+:15]1[C:24]2[C:19](=[CH:20][CH:21]=[CH:22][CH:23]=2)[CH:18]=[CH:17][CH:16]=1)[CH2:3][CH2:4][CH2:5][CH2:6][CH2:7][CH2:8][CH2:9][CH2:10][CH2:11][CH2:12][CH2:13][N+:15]1[C:24]2[C:19](=[CH:20][CH:21]=[CH:22][CH:23]=2)[CH:18]=[CH:17][CH:16]=1. The yield is 0.920.